This data is from Peptide-MHC class I binding affinity with 185,985 pairs from IEDB/IMGT. The task is: Regression. Given a peptide amino acid sequence and an MHC pseudo amino acid sequence, predict their binding affinity value. This is MHC class I binding data. (1) The peptide sequence is LTNAISSRV. The MHC is HLA-A02:02 with pseudo-sequence HLA-A02:02. The binding affinity (normalized) is 0.540. (2) The peptide sequence is IPFNVVSAM. The MHC is HLA-B53:01 with pseudo-sequence HLA-B53:01. The binding affinity (normalized) is 0.668. (3) The peptide sequence is ILSVSSFLFV. The MHC is HLA-A02:01 with pseudo-sequence HLA-A02:01. The binding affinity (normalized) is 0.507. (4) The peptide sequence is KNATWCLEV. The MHC is HLA-A02:06 with pseudo-sequence HLA-A02:06. The binding affinity (normalized) is 0.284.